From a dataset of NCI-60 drug combinations with 297,098 pairs across 59 cell lines. Regression. Given two drug SMILES strings and cell line genomic features, predict the synergy score measuring deviation from expected non-interaction effect. Drug 1: C1C(C(OC1N2C=NC3=C(N=C(N=C32)Cl)N)CO)O. Drug 2: CC12CCC3C(C1CCC2O)C(CC4=C3C=CC(=C4)O)CCCCCCCCCS(=O)CCCC(C(F)(F)F)(F)F. Cell line: A498. Synergy scores: CSS=24.3, Synergy_ZIP=0.151, Synergy_Bliss=1.48, Synergy_Loewe=-6.97, Synergy_HSA=-0.657.